This data is from Full USPTO retrosynthesis dataset with 1.9M reactions from patents (1976-2016). The task is: Predict the reactants needed to synthesize the given product. (1) Given the product [C:24]1([CH2:23][CH2:22][N:11]([CH2:10][C:2]2[N:3]([CH2:31][CH2:32][CH2:33][C:34]#[N:35])[C:4]3[CH:9]=[CH:8][CH:7]=[CH:6][C:5]=3[N:1]=2)[CH:12]2[C:21]3[N:20]=[CH:19][CH:18]=[CH:17][C:16]=3[CH2:15][CH2:14][CH2:13]2)[CH:29]=[CH:28][CH:27]=[CH:26][CH:25]=1, predict the reactants needed to synthesize it. The reactants are: [NH:1]1[C:5]2[CH:6]=[CH:7][CH:8]=[CH:9][C:4]=2[N:3]=[C:2]1[CH2:10][N:11]([CH2:22][CH2:23][C:24]1[CH:29]=[CH:28][CH:27]=[CH:26][CH:25]=1)[CH:12]1[C:21]2[N:20]=[CH:19][CH:18]=[CH:17][C:16]=2[CH2:15][CH2:14][CH2:13]1.Br[CH2:31][CH2:32][CH2:33][C:34]#[N:35].CN(CC1N(CC2C=NC=CC=2)C2C=CC=CC=2N=1)C1C2N=CC=CC=2CCC1. (2) Given the product [C:1]([O:5][C:6]([N:8]1[CH2:13][CH:12]2[CH2:14][CH:9]1[CH2:10][N:11]2[C:15]1[CH:20]=[CH:19][C:18]([C:21]2[N:41]3[N:42]=[C:43]([C:44]4[CH:45]=[CH:46][N:47]=[CH:48][CH:49]=4)[C:39]([C:33]4[CH:32]=[CH:31][C:30]([F:29])=[C:38]5[C:34]=4[CH:35]=[N:36][NH:37]5)=[C:25]3[N:24]=[CH:23][CH:22]=2)=[C:17]([F:28])[CH:16]=1)=[O:7])([CH3:3])([CH3:4])[CH3:2], predict the reactants needed to synthesize it. The reactants are: [C:1]([O:5][C:6]([N:8]1[CH2:13][CH:12]2[CH2:14][CH:9]1[CH2:10][N:11]2[C:15]1[CH:20]=[CH:19][C:18]([C:21](=O)[CH:22]=[CH:23][N:24](C)[CH3:25])=[C:17]([F:28])[CH:16]=1)=[O:7])([CH3:4])([CH3:3])[CH3:2].[F:29][C:30]1[CH:31]=[CH:32][C:33]([C:39]2[C:43]([C:44]3[CH:49]=[CH:48][N:47]=[CH:46][CH:45]=3)=[N:42][NH:41]C=2N)=[C:34]2[C:38]=1[NH:37][N:36]=[CH:35]2.FC(F)(F)C(O)=O. (3) The reactants are: [N:1]12[CH2:8][CH2:7][CH:4]([CH2:5][CH2:6]1)[C@@H:3](OC(=O)C(O)(C1C=CC=C(OC)C=1)C1C=CC=C(OC)C=1)[CH2:2]2.OC(C1C=CC=C(OC)C=1)(C1C=CC=C(OC)C=1)C(O)=O.[OH:51][C:52]([C:62]1[CH:67]=[CH:66][C:65]([O:68][CH3:69])=[CH:64][CH:63]=1)([C:56]1[CH:61]=[CH:60][CH:59]=[CH:58][CH:57]=1)[C:53]([OH:55])=[O:54]. Given the product [N:1]12[CH2:8][CH2:7][CH:4]([CH2:5][CH2:6]1)[C@@H:3]([O:54][C:53](=[O:55])[C:52]([OH:51])([C:62]1[CH:63]=[CH:64][C:65]([O:68][CH3:69])=[CH:66][CH:67]=1)[C:56]1[CH:57]=[CH:58][CH:59]=[CH:60][CH:61]=1)[CH2:2]2, predict the reactants needed to synthesize it. (4) Given the product [CH3:22][O:21][C:17]1[CH:16]=[C:15]2[C:20]([C:12](=[CH:11][C:10]3[NH:9][CH:8]=[C:7]([CH3:27])[C:6]=3[CH2:5][CH2:4][C:1]([OH:3])=[O:2])[C:13](=[O:23])[NH:14]2)=[CH:19][CH:18]=1, predict the reactants needed to synthesize it. The reactants are: [C:1]([CH2:4][CH2:5][C:6]1[C:7]([CH3:27])=[C:8](C(O)=O)[NH:9][C:10]=1[CH:11]=[C:12]1[C:20]2[C:15](=[CH:16][C:17]([O:21][CH3:22])=[CH:18][CH:19]=2)[NH:14][C:13]1=[O:23])([OH:3])=[O:2].[OH-].[K+].O.Cl. (5) Given the product [F:15][C:16]1[C:22]([F:23])=[C:21]([F:24])[CH:20]=[CH:19][C:17]=1[NH:18][C:9]([C:4]1[CH:3]=[CH:2][NH:1][N:5]=1)=[O:10], predict the reactants needed to synthesize it. The reactants are: [N:1]1[N:5]2[C:9](=[O:10])[C:4]3[N:5]([N:1]=[CH:2][CH:3]=3)[C:9](=[O:10])[C:4]2=[CH:3][CH:2]=1.[F:15][C:16]1[C:22]([F:23])=[C:21]([F:24])[CH:20]=[CH:19][C:17]=1[NH2:18]. (6) Given the product [CH2:18]([C:21]1[N:25]2[CH:26]=[CH:27][CH:28]=[CH:29][C:24]2=[C:23]([C:11]([C:1]2[C:10]3[C:5](=[CH:6][CH:7]=[CH:8][CH:9]=3)[CH:4]=[CH:3][CH:2]=2)=[O:12])[N:22]=1)[CH2:19][CH3:20], predict the reactants needed to synthesize it. The reactants are: [C:1]1([C:11](Cl)=[O:12])[C:10]2[C:5](=[CH:6][CH:7]=[CH:8][CH:9]=2)[CH:4]=[CH:3][CH:2]=1.[Cl-].[Cl-].[Cl-].[Al+3].[CH2:18]([C:21]1[N:25]2[CH:26]=[CH:27][CH:28]=[CH:29][C:24]2=[CH:23][N:22]=1)[CH2:19][CH3:20].